Dataset: Catalyst prediction with 721,799 reactions and 888 catalyst types from USPTO. Task: Predict which catalyst facilitates the given reaction. Reactant: [Cl:1][C:2]1[CH:3]=[C:4]2[C:10]([I:11])=[N:9][NH:8][C:5]2=[N:6][CH:7]=1.C([O-])([O-])=O.[Na+].[Na+].[C:18](Cl)([C:31]1[CH:36]=[CH:35][CH:34]=[CH:33][CH:32]=1)([C:25]1[CH:30]=[CH:29][CH:28]=[CH:27][CH:26]=1)[C:19]1[CH:24]=[CH:23][CH:22]=[CH:21][CH:20]=1. Product: [Cl:1][C:2]1[CH:3]=[C:4]2[C:10]([I:11])=[N:9][N:8]([C:18]([C:19]3[CH:24]=[CH:23][CH:22]=[CH:21][CH:20]=3)([C:31]3[CH:32]=[CH:33][CH:34]=[CH:35][CH:36]=3)[C:25]3[CH:26]=[CH:27][CH:28]=[CH:29][CH:30]=3)[C:5]2=[N:6][CH:7]=1. The catalyst class is: 869.